This data is from Forward reaction prediction with 1.9M reactions from USPTO patents (1976-2016). The task is: Predict the product of the given reaction. (1) Given the reactants [Si:1]([O:18][CH2:19][C:20]([O:22]CC)=O)([C:14]([CH3:17])([CH3:16])[CH3:15])([C:8]1[CH:13]=[CH:12][CH:11]=[CH:10][CH:9]=1)[C:2]1[CH:7]=[CH:6][CH:5]=[CH:4][CH:3]=1.[CH2:25]([Mg]Br)[CH3:26].[Cl-].[NH4+], predict the reaction product. The product is: [Si:1]([O:18][CH2:19][C:20]1([OH:22])[CH2:26][CH2:25]1)([C:14]([CH3:15])([CH3:17])[CH3:16])([C:8]1[CH:9]=[CH:10][CH:11]=[CH:12][CH:13]=1)[C:2]1[CH:7]=[CH:6][CH:5]=[CH:4][CH:3]=1. (2) Given the reactants [NH2:1][C:2]1[C:11](Cl)=[N:10][CH:9]=[CH:8][C:3]=1[C:4]([O:6][CH3:7])=[O:5].[CH3:13][C:14]([C:16]1[O:17][C:18]2[CH:24]=[CH:23][CH:22]=[CH:21][C:19]=2[CH:20]=1)=O.[O-]S([O-])(=O)=O.[Mg+2].CC(O)=O.[O-]P([O-])([O-])=O.[K+].[K+].[K+], predict the reaction product. The product is: [O:17]1[C:18]2[CH:24]=[CH:23][CH:22]=[CH:21][C:19]=2[CH:20]=[C:16]1[C:14]1[NH:1][C:2]2[C:11](=[N:10][CH:9]=[CH:8][C:3]=2[C:4]([O:6][CH3:7])=[O:5])[CH:13]=1. (3) Given the reactants [Si:1]([O:8][C@H:9]([CH3:35])[C@@H:10]([NH:25][C:26]1[CH:31]=[CH:30][C:29]([C:32]#[N:33])=[C:28]([Cl:34])[CH:27]=1)[C:11]([NH:13][NH:14][C:15](=O)[C:16]1[CH:21]=[CH:20][C:19]([C:22]#[N:23])=[CH:18][CH:17]=1)=[O:12])([C:4]([CH3:7])([CH3:6])[CH3:5])([CH3:3])[CH3:2].C1C=CC(P(C2C=CC=CC=2)C2C=CC=CC=2)=CC=1.II.CCN(CC)CC, predict the reaction product. The product is: [Si:1]([O:8][C@H:9]([CH3:35])[C@@H:10]([NH:25][C:26]1[CH:31]=[CH:30][C:29]([C:32]#[N:33])=[C:28]([Cl:34])[CH:27]=1)[C:11]1[O:12][C:15]([C:16]2[CH:17]=[CH:18][C:19]([C:22]#[N:23])=[CH:20][CH:21]=2)=[N:14][N:13]=1)([C:4]([CH3:6])([CH3:5])[CH3:7])([CH3:3])[CH3:2]. (4) Given the reactants [CH2:1]([O:3][C:4](=[O:23])[CH2:5][C:6]1[CH:7]=[C:8]([C:14]2[CH:19]=[CH:18][C:17]([F:20])=[CH:16][C:15]=2[CH:21]=O)[C:9]([O:12][CH3:13])=[CH:10][CH:11]=1)[CH3:2].[CH2:24]([NH2:26])[CH3:25], predict the reaction product. The product is: [CH2:1]([O:3][C:4](=[O:23])[CH2:5][C:6]1[CH:7]=[C:8]([C:14]2[CH:19]=[CH:18][C:17]([F:20])=[CH:16][C:15]=2[CH2:21][NH:26][CH2:24][CH3:25])[C:9]([O:12][CH3:13])=[CH:10][CH:11]=1)[CH3:2]. (5) Given the reactants [Cl-].O[NH3+:3].[C:4](=[O:7])([O-])[OH:5].[Na+].CS(C)=O.[CH2:13]([C:17]1[N:18]=[C:19]([CH3:45])[N:20]([CH2:39][C:40]2[N:41]=[CH:42][S:43][CH:44]=2)[C:21](=[O:38])[C:22]=1[CH2:23][C:24]1[CH:29]=[CH:28][C:27]([C:30]2[C:31]([C:36]#[N:37])=[CH:32][CH:33]=[CH:34][CH:35]=2)=[CH:26][CH:25]=1)[CH2:14][CH2:15][CH3:16], predict the reaction product. The product is: [CH2:13]([C:17]1[N:18]=[C:19]([CH3:45])[N:20]([CH2:39][C:40]2[N:41]=[CH:42][S:43][CH:44]=2)[C:21](=[O:38])[C:22]=1[CH2:23][C:24]1[CH:25]=[CH:26][C:27]([C:30]2[CH:35]=[CH:34][CH:33]=[CH:32][C:31]=2[C:36]2[NH:3][C:4](=[O:7])[O:5][N:37]=2)=[CH:28][CH:29]=1)[CH2:14][CH2:15][CH3:16]. (6) Given the reactants C(OC(=O)[NH:7][C@@H:8]([CH2:38][C:39]1[CH:44]=[CH:43][CH:42]=[CH:41][CH:40]=1)[CH2:9][C:10]1[CH:15]=[CH:14][C:13]([N:16]2[CH2:20][C:19](=[O:21])[N:18]([CH2:22][CH2:23][Si:24]([CH3:27])([CH3:26])[CH3:25])[S:17]2(=[O:29])=[O:28])=[C:12]([O:30][CH2:31][C:32]2[CH:37]=[CH:36][CH:35]=[CH:34][CH:33]=2)[CH:11]=1)(C)(C)C.C(OC(=O)N[C@@H](CC1C=CC=CC=1)CC1C=CC(N2CC(=O)NS2(=O)=O)=C(O)C=1)(C)(C)C.C(O)(C(F)(F)F)=O, predict the reaction product. The product is: [NH2:7][C@@H:8]([CH2:38][C:39]1[CH:40]=[CH:41][CH:42]=[CH:43][CH:44]=1)[CH2:9][C:10]1[CH:15]=[CH:14][C:13]([N:16]2[S:17](=[O:29])(=[O:28])[N:18]([CH2:22][CH2:23][Si:24]([CH3:25])([CH3:26])[CH3:27])[C:19](=[O:21])[CH2:20]2)=[C:12]([O:30][CH2:31][C:32]2[CH:37]=[CH:36][CH:35]=[CH:34][CH:33]=2)[CH:11]=1. (7) Given the reactants [CH3:1][O:2][C:3]1[CH:4]=[C:5]([C:11]#[C:12][C:13]2[C:21]3[C:20]([NH2:22])=[N:19][CH:18]=[N:17][C:16]=3[N:15]([C@H:23]3[CH2:27][CH2:26][NH:25][CH2:24]3)[CH:14]=2)[CH:6]=[C:7]([O:9][CH3:10])[CH:8]=1.[C:28](O)(=[O:32])[C:29]#[C:30][CH3:31], predict the reaction product. The product is: [NH2:22][C:20]1[C:21]2[C:13]([C:12]#[C:11][C:5]3[CH:4]=[C:3]([O:2][CH3:1])[CH:8]=[C:7]([O:9][CH3:10])[CH:6]=3)=[CH:14][N:15]([C@H:23]3[CH2:27][CH2:26][N:25]([C:28](=[O:32])[C:29]#[C:30][CH3:31])[CH2:24]3)[C:16]=2[N:17]=[CH:18][N:19]=1. (8) Given the reactants [Cl:1][C:2]1[CH:7]=[CH:6][C:5]([C@H:8]([C:19]2[CH:27]=[CH:26][C:22]([C:23]([OH:25])=[O:24])=[CH:21][CH:20]=2)[CH2:9][C:10]([C:12]2[CH:17]=[CH:16][N:15]=[C:14]([CH3:18])[CH:13]=2)=O)=[C:4]([CH3:28])[CH:3]=1.Cl.[NH2:30][OH:31].C(=O)([O-])O.[Na+], predict the reaction product. The product is: [Cl:1][C:2]1[CH:7]=[CH:6][C:5]([C@H:8]([C:19]2[CH:27]=[CH:26][C:22]([C:23]([OH:25])=[O:24])=[CH:21][CH:20]=2)[CH2:9]/[C:10](=[N:30]\[OH:31])/[C:12]2[CH:17]=[CH:16][N:15]=[C:14]([CH3:18])[CH:13]=2)=[C:4]([CH3:28])[CH:3]=1. (9) Given the reactants Cl[C:2]1[C:11]([O:12][CH3:13])=[N:10][C:9]2[C:4](=[CH:5][CH:6]=[C:7]([Cl:14])[CH:8]=2)[N:3]=1.[CH3:15][N:16]1[CH2:21][CH2:20][NH:19][CH2:18][CH2:17]1.C1COCC1, predict the reaction product. The product is: [Cl:14][C:7]1[CH:8]=[C:9]2[C:4]([N:3]=[C:2]([N:19]3[CH2:20][CH2:21][N:16]([CH3:15])[CH2:17][CH2:18]3)[C:11]([O:12][CH3:13])=[N:10]2)=[CH:5][CH:6]=1.